From a dataset of Forward reaction prediction with 1.9M reactions from USPTO patents (1976-2016). Predict the product of the given reaction. (1) Given the reactants BrCCO[Si](C(C)(C)C)(C)C.Cl[CH2:13][C:14]1[CH:19]=[CH:18][C:17]([NH:20][C:21](=[O:27])[O:22][C:23]([CH3:26])([CH3:25])[CH3:24])=[CH:16][CH:15]=1.[CH3:28][C:29]1[CH:33]=[C:32]([N:34]2[CH2:38][CH2:37][NH:36][C:35]2=[O:39])[S:31][C:30]=1[C:40]([O:42][CH2:43][CH3:44])=[O:41], predict the reaction product. The product is: [C:23]([O:22][C:21]([NH:20][C:17]1[CH:18]=[CH:19][C:14]([CH2:13][N:36]2[CH2:37][CH2:38][N:34]([C:32]3[S:31][C:30]([C:40]([O:42][CH2:43][CH3:44])=[O:41])=[C:29]([CH3:28])[CH:33]=3)[C:35]2=[O:39])=[CH:15][CH:16]=1)=[O:27])([CH3:26])([CH3:25])[CH3:24]. (2) Given the reactants [CH2:1]([N:8]1[C:12]([C:13]([F:16])([F:15])[F:14])=[C:11]([CH3:17])[C:10](B2OC(C)(C)C(C)(C)O2)=[C:9]1[C:27]([N:29]([CH3:35])[CH2:30][C:31]([CH3:34])([CH3:33])[CH3:32])=[O:28])[C:2]1[CH:7]=[CH:6][CH:5]=[CH:4][CH:3]=1.[Li+].[OH-].Br[C:39]1[CH:44]=[CH:43][C:42]([O:45][CH2:46][C:47]([F:50])([F:49])[F:48])=[CH:41][CH:40]=1.[OH-].[Na+], predict the reaction product. The product is: [CH2:1]([N:8]1[C:12]([C:13]([F:16])([F:14])[F:15])=[C:11]([CH3:17])[C:10]([C:39]2[CH:40]=[CH:41][C:42]([O:45][CH2:46][C:47]([F:48])([F:49])[F:50])=[CH:43][CH:44]=2)=[C:9]1[C:27]([N:29]([CH3:35])[CH2:30][C:31]([CH3:32])([CH3:34])[CH3:33])=[O:28])[C:2]1[CH:7]=[CH:6][CH:5]=[CH:4][CH:3]=1. (3) Given the reactants [CH2:1]([C:3]1[NH:13][C:6]2=[N:7][C:8]([CH3:12])=[CH:9][C:10]([CH3:11])=[C:5]2[N:4]=1)[CH3:2].[H-].[Na+].Br[CH2:17][C:18]1[CH:23]=[CH:22][C:21]([CH2:24][C:25]([O:27][CH3:28])=[O:26])=[CH:20][CH:19]=1, predict the reaction product. The product is: [CH3:28][O:27][C:25](=[O:26])[CH2:24][C:21]1[CH:20]=[CH:19][C:18]([CH2:17][N:13]2[C:6]3=[N:7][C:8]([CH3:12])=[CH:9][C:10]([CH3:11])=[C:5]3[N:4]=[C:3]2[CH2:1][CH3:2])=[CH:23][CH:22]=1. (4) Given the reactants [CH3:1][O:2][C:3]1[C:8]([CH2:9][N:10]2[CH2:15][CH2:14][CH:13]([CH2:16][OH:17])[CH2:12][CH2:11]2)=[CH:7][CH:6]=[CH:5][N:4]=1.C(N(CC)CC)C.O, predict the reaction product. The product is: [CH3:1][O:2][C:3]1[C:8]([CH2:9][N:10]2[CH2:11][CH2:12][CH:13]([CH:16]=[O:17])[CH2:14][CH2:15]2)=[CH:7][CH:6]=[CH:5][N:4]=1. (5) Given the reactants C[Si]([N-][Si](C)(C)C)(C)C.[Na+].O1CCCC1.Cl[C:17]1[C:26]2[C:21](=[CH:22][C:23]([O:29][CH3:30])=[C:24]([O:27][CH3:28])[CH:25]=2)[N:20]=[CH:19][N:18]=1.[Cl:31][C:32]1[CH:40]=[C:39]([I:41])[C:35]2[O:36][CH2:37][O:38][C:34]=2[C:33]=1[NH2:42].[Cl-].[NH4+], predict the reaction product. The product is: [Cl:31][C:32]1[CH:40]=[C:39]([I:41])[C:35]2[O:36][CH2:37][O:38][C:34]=2[C:33]=1[NH:42][C:17]1[C:26]2[C:21](=[CH:22][C:23]([O:29][CH3:30])=[C:24]([O:27][CH3:28])[CH:25]=2)[N:20]=[CH:19][N:18]=1. (6) Given the reactants [CH3:1][C:2]1[C:10]([OH:11])=[CH:9][CH:8]=[C:7]2[C:3]=1[CH:4]=[N:5][NH:6]2.[O:12]1[CH:17]=[CH:16][CH2:15][CH2:14][CH2:13]1.O.C1(C)C=CC(S(O)(=O)=O)=CC=1.O1CCCC1, predict the reaction product. The product is: [CH3:1][C:2]1[C:10]([OH:11])=[CH:9][CH:8]=[C:7]2[C:3]=1[CH:4]=[N:5][N:6]2[CH:13]1[CH2:14][CH2:15][CH2:16][CH2:17][O:12]1. (7) Given the reactants Cl[C:2]1[C:3]2[CH:10]=[C:9]([C:11]3[CH:16]=[CH:15][CH:14]=[CH:13][CH:12]=3)[O:8][C:4]=2[N:5]=[CH:6][N:7]=1.CCN(C(C)C)C(C)C.Cl.[NH2:27][CH2:28][CH2:29][CH2:30][CH2:31][CH2:32][C:33]([O:35][CH3:36])=[O:34], predict the reaction product. The product is: [C:11]1([C:9]2[O:8][C:4]3[N:5]=[CH:6][N:7]=[C:2]([NH:27][CH2:28][CH2:29][CH2:30][CH2:31][CH2:32][C:33]([O:35][CH3:36])=[O:34])[C:3]=3[CH:10]=2)[CH:16]=[CH:15][CH:14]=[CH:13][CH:12]=1. (8) Given the reactants [NH2:1][C:2]1[CH:3]=[CH:4][CH:5]=[C:6]2[C:11]=1[CH2:10][CH:9]([OH:12])[CH2:8][CH2:7]2.[Br:13][C:14]1[CH:15]=[C:16]([CH2:20][C:21](O)=[O:22])[CH:17]=[CH:18][CH:19]=1.C(N(CC)CC)C.ON1C2C=CC=CC=2N=N1.Cl.C(N=C=NCCCN(C)C)C, predict the reaction product. The product is: [Br:13][C:14]1[CH:15]=[C:16]([CH2:20][C:21]([NH:1][C:2]2[C:11]3[CH2:10][CH:9]([OH:12])[CH2:8][CH2:7][C:6]=3[CH:5]=[CH:4][CH:3]=2)=[O:22])[CH:17]=[CH:18][CH:19]=1. (9) Given the reactants [F:1][C:2]1[CH:22]=[CH:21][C:5]([CH2:6][CH:7]2[CH2:16][C:15]3[C:10](=[CH:11][CH:12]=[CH:13][CH:14]=3)[CH2:9][N:8]2[CH2:17][CH2:18][CH2:19][NH2:20])=[CH:4][CH:3]=1.[C:23]([C:25]1[CH:26]=[C:27]([N:31]=[C:32]=[O:33])[CH:28]=[CH:29][CH:30]=1)#[N:24], predict the reaction product. The product is: [C:23]([C:25]1[CH:26]=[C:27]([NH:31][C:32]([NH:20][CH2:19][CH2:18][CH2:17][N:8]2[CH:7]([CH2:6][C:5]3[CH:21]=[CH:22][C:2]([F:1])=[CH:3][CH:4]=3)[CH2:16][C:15]3[C:10](=[CH:11][CH:12]=[CH:13][CH:14]=3)[CH2:9]2)=[O:33])[CH:28]=[CH:29][CH:30]=1)#[N:24].